From a dataset of Reaction yield outcomes from USPTO patents with 853,638 reactions. Predict the reaction yield, written as a fraction of the theoretical maximum amount of product (1.0 means a 100% yield; for example, 0.34 means a 34% yield). (1) The reactants are [OH-].[Na+].[CH2:3]([O:7][C:8]1[CH:13]=[C:12]([CH2:14][CH2:15][C:16]([O:18]C)=[O:17])[CH:11]=[CH:10][C:9]=1[C:20]1[CH:25]=[CH:24][CH:23]=[C:22]([CH2:26][N:27]([C:29](=[O:39])[C:30]2[CH:35]=[CH:34][C:33]([O:36][CH2:37][CH3:38])=[CH:32][CH:31]=2)[CH3:28])[CH:21]=1)[CH2:4][CH2:5][CH3:6]. The catalyst is O1CCCC1.CO. The product is [CH2:3]([O:7][C:8]1[CH:13]=[C:12]([CH2:14][CH2:15][C:16]([OH:18])=[O:17])[CH:11]=[CH:10][C:9]=1[C:20]1[CH:25]=[CH:24][CH:23]=[C:22]([CH2:26][N:27]([C:29](=[O:39])[C:30]2[CH:35]=[CH:34][C:33]([O:36][CH2:37][CH3:38])=[CH:32][CH:31]=2)[CH3:28])[CH:21]=1)[CH2:4][CH2:5][CH3:6]. The yield is 0.660. (2) The reactants are [CH2:1]([N:6]1[C:14]2[N:13]=[CH:12][NH:11][C:10]=2[C:9](=[O:15])[NH:8]/[C:7]/1=[N:16]/[NH2:17])[CH2:2][CH2:3][CH2:4][CH3:5].[C:18](OCC)(OCC)(OCC)[CH3:19]. No catalyst specified. The product is [CH3:18][C:19]1[N:8]2[C:9](=[O:15])[C:10]3[NH:11][CH:12]=[N:13][C:14]=3[N:6]([CH2:1][CH2:2][CH2:3][CH2:4][CH3:5])[C:7]2=[N:16][N:17]=1. The yield is 0.910. (3) The reactants are N[C:2]1[C:7]2[CH:8]=[CH:9][N:10]([C:11]([O:13][CH2:14][C:15]3[CH:20]=[CH:19][CH:18]=[CH:17][CH:16]=3)=[O:12])[C:6]=2[CH:5]=[CH:4][N:3]=1.ClC1C=C(C=CC=1)C(OO)=[O:26].C(=O)(O)[O-].[Na+]. The catalyst is ClCCl.COC. The product is [N:10]1([C:11]([O:13][CH2:14][C:15]2[CH:20]=[CH:19][CH:18]=[CH:17][CH:16]=2)=[O:12])[C:6]2[CH:5]=[CH:4][N+:3]([O-:26])=[CH:2][C:7]=2[CH:8]=[CH:9]1. The yield is 0.990. (4) The reactants are CC1(C)C(C)(C)OB([C:9]2[CH:18]=[C:17]3[C:12]([CH2:13][CH2:14][CH2:15][N:16]3[C:19](=[O:21])[CH3:20])=[CH:11][CH:10]=2)O1.Br[C:24]1[S:25][C:26]([Cl:34])=[C:27]([C:29]([O:31][CH2:32][CH3:33])=[O:30])[N:28]=1.[Cl-].[Li+].C(=O)([O-])[O-].[Cs+].[Cs+]. The catalyst is C1C=CC([P]([Pd]([P](C2C=CC=CC=2)(C2C=CC=CC=2)C2C=CC=CC=2)([P](C2C=CC=CC=2)(C2C=CC=CC=2)C2C=CC=CC=2)[P](C2C=CC=CC=2)(C2C=CC=CC=2)C2C=CC=CC=2)(C2C=CC=CC=2)C2C=CC=CC=2)=CC=1.O.O1CCOCC1. The product is [C:19]([N:16]1[C:17]2[C:12](=[CH:11][CH:10]=[C:9]([C:24]3[S:25][C:26]([Cl:34])=[C:27]([C:29]([O:31][CH2:32][CH3:33])=[O:30])[N:28]=3)[CH:18]=2)[CH2:13][CH2:14][CH2:15]1)(=[O:21])[CH3:20]. The yield is 0.340. (5) The reactants are F[C:2]1[C:3]([CH3:22])=[N:4][C:5]2[C:10]([N:11]=1)=[C:9]([C:12]1[NH:20][C:19]3[CH2:18][CH2:17][NH:16][C:15](=[O:21])[C:14]=3[CH:13]=1)[CH:8]=[CH:7][CH:6]=2.[NH3:23].O. The catalyst is CS(C)=O. The product is [NH2:23][C:2]1[C:3]([CH3:22])=[N:4][C:5]2[C:10]([N:11]=1)=[C:9]([C:12]1[NH:20][C:19]3[CH2:18][CH2:17][NH:16][C:15](=[O:21])[C:14]=3[CH:13]=1)[CH:8]=[CH:7][CH:6]=2. The yield is 0.790. (6) The reactants are [C:1](N1C=CC=CC1=O)(N1C=CC=CC1=O)=[S:2].[Br:17][C:18]1[CH:27]=[C:26]2[C:21]([CH:22]=[C:23]([NH2:28])[N:24]=[CH:25]2)=[CH:20][CH:19]=1.BrC1C=CC=C2C=1C=C(N)N=C2. The catalyst is ClCCl. The product is [Br:17][C:18]1[CH:27]=[C:26]2[C:21]([CH:22]=[C:23]([N:28]=[C:1]=[S:2])[N:24]=[CH:25]2)=[CH:20][CH:19]=1. The yield is 0.220. (7) The reactants are [F:1][C:2]1[C:3]([C:9](O)=[O:10])=[N:4][CH:5]=[C:6]([F:8])[CH:7]=1.C(N(CC)CC)C.ClC(OCC(C)C)=O.[BH4-].[Na+].Cl. The catalyst is O1CCCC1.CC(C)=O.O. The product is [F:1][C:2]1[C:3]([CH2:9][OH:10])=[N:4][CH:5]=[C:6]([F:8])[CH:7]=1. The yield is 0.424.